This data is from Reaction yield outcomes from USPTO patents with 853,638 reactions. The task is: Predict the reaction yield, written as a fraction of the theoretical maximum amount of product (1.0 means a 100% yield; for example, 0.34 means a 34% yield). (1) The yield is 0.200. The catalyst is O1CCCC1.O.C1C=CC(P(C2C=CC=CC=2)[C-]2C=CC=C2)=CC=1.C1C=CC(P(C2C=CC=CC=2)[C-]2C=CC=C2)=CC=1.Cl[Pd]Cl.[Fe+2].C(OCC)(=O)C. The product is [O:26]1[C:30]2[CH:31]=[CH:32][CH:33]=[CH:34][C:29]=2[CH:28]=[C:27]1[C:2]1[CH:23]=[CH:22][C:5]([C:6]([NH:8][S:9]([C:12]2[CH:17]=[CH:16][CH:15]=[CH:14][C:13]=2[S:18](=[O:21])(=[O:20])[NH2:19])(=[O:11])=[O:10])=[O:7])=[CH:4][C:3]=1[CH2:24][OH:25]. The reactants are Br[C:2]1[CH:23]=[CH:22][C:5]([C:6]([NH:8][S:9]([C:12]2[CH:17]=[CH:16][CH:15]=[CH:14][C:13]=2[S:18](=[O:21])(=[O:20])[NH2:19])(=[O:11])=[O:10])=[O:7])=[CH:4][C:3]=1[CH2:24][OH:25].[O:26]1[C:30]2[CH:31]=[CH:32][CH:33]=[CH:34][C:29]=2[CH:28]=[C:27]1B(O)O.C(=O)([O-])[O-].[K+].[K+].Cl. (2) The product is [ClH:17].[C:1]([C:3]1[N:7]=[CH:6][N:5]([CH2:8][C:9]([O:11][CH3:12])=[O:10])[N:4]=1)(=[NH:2])[NH2:18]. The yield is 0.550. The reactants are [C:1]([C:3]1[N:7]=[CH:6][N:5]([CH2:8][C:9]([O:11][CH2:12]C)=[O:10])[N:4]=1)#[N:2].C[O-].[Na+].[Cl-:17].[NH4+:18]. No catalyst specified. (3) The reactants are [OH:1][C:2]1[CH:3]=[N:4][C:5]([N:8]2[CH2:13][CH2:12][N:11]([C:14]#[N:15])[CH2:10][C@H:9]2[CH3:16])=[N:6][CH:7]=1.[OH:17]/[N:18]=[C:19](\N)/[CH:20]([CH3:22])[CH3:21].Cl. The catalyst is C1COCC1.C1(C)C=CC=CC=1.[Cl-].[Zn+2].[Cl-]. The product is [CH:20]([C:19]1[N:15]=[C:14]([N:11]2[CH2:12][CH2:13][N:8]([C:5]3[N:6]=[CH:7][C:2]([OH:1])=[CH:3][N:4]=3)[C@H:9]([CH3:16])[CH2:10]2)[O:17][N:18]=1)([CH3:22])[CH3:21]. The yield is 0.240. (4) The reactants are C([O-])([O-])=O.[Ca+2].[C:6]([C:9]1[CH:15]=[CH:14][C:12]([NH2:13])=[CH:11][CH:10]=1)(=[O:8])[CH3:7].[I:16]Cl. The catalyst is O.CO.CCOCC. The product is [NH2:13][C:12]1[CH:14]=[CH:15][C:9]([C:6](=[O:8])[CH3:7])=[CH:10][C:11]=1[I:16]. The yield is 0.440. (5) The reactants are Br[C:2]1[CH:3]=[CH:4][C:5]2[O:11][CH2:10][CH2:9][N:8]3[CH:12]=[C:13]([C:15]4[N:19]([C:20]5[CH:25]=[CH:24][CH:23]=[CH:22][C:21]=5[Cl:26])[N:18]=[CH:17][N:16]=4)[N:14]=[C:7]3[C:6]=2[CH:27]=1.[Cl:28][C:29]1[CH:34]=[CH:33][C:32](B(O)O)=[CH:31][CH:30]=1.C([O-])([O-])=O.[Cs+].[Cs+].O. The catalyst is O1CCOCC1. The product is [Cl:28][C:29]1[CH:34]=[CH:33][C:32]([C:2]2[CH:3]=[CH:4][C:5]3[O:11][CH2:10][CH2:9][N:8]4[CH:12]=[C:13]([C:15]5[N:19]([C:20]6[CH:25]=[CH:24][CH:23]=[CH:22][C:21]=6[Cl:26])[N:18]=[CH:17][N:16]=5)[N:14]=[C:7]4[C:6]=3[CH:27]=2)=[CH:31][CH:30]=1. The yield is 0.168.